This data is from NCI-60 drug combinations with 297,098 pairs across 59 cell lines. The task is: Regression. Given two drug SMILES strings and cell line genomic features, predict the synergy score measuring deviation from expected non-interaction effect. (1) Drug 1: C1CC(=O)NC(=O)C1N2CC3=C(C2=O)C=CC=C3N. Drug 2: CCCCC(=O)OCC(=O)C1(CC(C2=C(C1)C(=C3C(=C2O)C(=O)C4=C(C3=O)C=CC=C4OC)O)OC5CC(C(C(O5)C)O)NC(=O)C(F)(F)F)O. Cell line: MCF7. Synergy scores: CSS=1.51, Synergy_ZIP=-1.77, Synergy_Bliss=-5.31, Synergy_Loewe=-1.38, Synergy_HSA=-3.54. (2) Drug 1: CS(=O)(=O)C1=CC(=C(C=C1)C(=O)NC2=CC(=C(C=C2)Cl)C3=CC=CC=N3)Cl. Drug 2: B(C(CC(C)C)NC(=O)C(CC1=CC=CC=C1)NC(=O)C2=NC=CN=C2)(O)O. Cell line: SF-539. Synergy scores: CSS=-1.09, Synergy_ZIP=-1.76, Synergy_Bliss=-4.80, Synergy_Loewe=-4.18, Synergy_HSA=-4.80. (3) Drug 1: CC1=C2C(C(=O)C3(C(CC4C(C3C(C(C2(C)C)(CC1OC(=O)C(C(C5=CC=CC=C5)NC(=O)OC(C)(C)C)O)O)OC(=O)C6=CC=CC=C6)(CO4)OC(=O)C)OC)C)OC. Drug 2: C(CN)CNCCSP(=O)(O)O. Cell line: IGROV1. Synergy scores: CSS=16.6, Synergy_ZIP=-2.96, Synergy_Bliss=-7.54, Synergy_Loewe=-34.3, Synergy_HSA=-7.96. (4) Drug 1: CN(C)C1=NC(=NC(=N1)N(C)C)N(C)C. Drug 2: COCCOC1=C(C=C2C(=C1)C(=NC=N2)NC3=CC=CC(=C3)C#C)OCCOC.Cl. Cell line: SNB-75. Synergy scores: CSS=4.04, Synergy_ZIP=3.53, Synergy_Bliss=-1.56, Synergy_Loewe=-9.64, Synergy_HSA=-3.15. (5) Drug 1: CS(=O)(=O)CCNCC1=CC=C(O1)C2=CC3=C(C=C2)N=CN=C3NC4=CC(=C(C=C4)OCC5=CC(=CC=C5)F)Cl. Drug 2: COC1=C2C(=CC3=C1OC=C3)C=CC(=O)O2. Cell line: SF-295. Synergy scores: CSS=-1.82, Synergy_ZIP=1.19, Synergy_Bliss=1.69, Synergy_Loewe=0.477, Synergy_HSA=0.313. (6) Drug 1: CNC(=O)C1=CC=CC=C1SC2=CC3=C(C=C2)C(=NN3)C=CC4=CC=CC=N4. Drug 2: CC12CCC3C(C1CCC2OP(=O)(O)O)CCC4=C3C=CC(=C4)OC(=O)N(CCCl)CCCl.[Na+]. Cell line: MALME-3M. Synergy scores: CSS=4.02, Synergy_ZIP=-2.09, Synergy_Bliss=0.0896, Synergy_Loewe=-3.24, Synergy_HSA=-1.83.